Task: Predict the product of the given reaction.. Dataset: Forward reaction prediction with 1.9M reactions from USPTO patents (1976-2016) (1) Given the reactants [NH2:1][C:2]1[CH:7]=[C:6]([C:8]2[N:16]([CH3:17])[C:15]3[CH2:14][CH2:13][NH:12][C:11](=[O:18])[C:10]=3[CH:9]=2)[C:5]([C:19]#[CH:20])=[CH:4][N:3]=1.I[C:22]1[CH:23]=[C:24]([CH2:28][C:29]([NH:31][C:32]2[CH:37]=[CH:36][C:35]([CH2:38][N:39]3[CH2:44][CH2:43][N:42]([CH2:45]CC)[CH2:41][CH2:40]3)=[C:34]([C:48]([F:51])([F:50])[F:49])[CH:33]=2)=[O:30])[CH:25]=[CH:26][CH:27]=1, predict the reaction product. The product is: [NH2:1][C:2]1[N:3]=[CH:4][C:5]([C:19]#[C:20][C:22]2[CH:23]=[C:24]([CH2:28][C:29]([NH:31][C:32]3[CH:37]=[CH:36][C:35]([CH2:38][N:39]4[CH2:40][CH2:41][N:42]([CH3:45])[CH2:43][CH2:44]4)=[C:34]([C:48]([F:49])([F:51])[F:50])[CH:33]=3)=[O:30])[CH:25]=[CH:26][CH:27]=2)=[C:6]([C:8]2[N:16]([CH3:17])[C:15]3[CH2:14][CH2:13][NH:12][C:11](=[O:18])[C:10]=3[CH:9]=2)[CH:7]=1. (2) Given the reactants [Na].F[C:3]1[CH:4]=[C:5]([CH:9]=[C:10]([F:12])[CH:11]=1)[C:6]([OH:8])=[O:7].Cl.[CH3:14][CH2:15][OH:16], predict the reaction product. The product is: [CH2:15]([O:16][C:3]1[CH:4]=[C:5]([CH:9]=[C:10]([F:12])[CH:11]=1)[C:6]([OH:8])=[O:7])[CH3:14].